From a dataset of Forward reaction prediction with 1.9M reactions from USPTO patents (1976-2016). Predict the product of the given reaction. (1) Given the reactants Cl[C:2]1[C:11]2[C:6](=[CH:7][C:8]([O:14][CH3:15])=[C:9]([O:12][CH3:13])[CH:10]=2)[N:5]=[CH:4][CH:3]=1.[I:16][C:17]1[CH:24]=[C:21]([CH:22]=[O:23])[C:20]([OH:25])=[CH:19][CH:18]=1.O, predict the reaction product. The product is: [CH3:13][O:12][C:9]1[CH:10]=[C:11]2[C:6](=[CH:7][C:8]=1[O:14][CH3:15])[N:5]=[CH:4][CH:3]=[C:2]2[O:25][C:20]1[CH:19]=[CH:18][C:17]([I:16])=[CH:24][C:21]=1[CH:22]=[O:23]. (2) Given the reactants [Cl:1][C:2]1[CH:3]=[C:4]([CH2:8][C:9]#[N:10])[CH:5]=[CH:6][CH:7]=1.[C:11]([O:15][CH3:16])(=[O:14])[CH:12]=[CH2:13], predict the reaction product. The product is: [CH3:16][O:15][C:11](=[O:14])[CH2:12][CH2:13][C:8]([C:4]1[CH:5]=[CH:6][CH:7]=[C:2]([Cl:1])[CH:3]=1)([C:9]#[N:10])[CH2:13][CH2:12][C:11]([O:15][CH3:16])=[O:14]. (3) Given the reactants Cl.Cl[C:3]1[C:12]2[C:7](=[CH:8][C:9]([O:17][CH3:18])=[CH:10][C:11]=2[O:13][CH2:14][CH2:15][Cl:16])[N:6]=[CH:5][N:4]=1.[NH2:19][C:20]1[CH:24]=[C:23]([CH2:25][C:26]([OH:28])=[O:27])[NH:22][N:21]=1.[OH-].[Na+], predict the reaction product. The product is: [Cl:16][CH2:15][CH2:14][O:13][C:11]1[CH:10]=[C:9]([O:17][CH3:18])[CH:8]=[C:7]2[C:12]=1[C:3]([NH:19][C:20]1[CH:24]=[C:23]([CH2:25][C:26]([OH:28])=[O:27])[NH:22][N:21]=1)=[N:4][CH:5]=[N:6]2. (4) The product is: [CH2:25]([O:32][C:33]1[CH:34]=[CH:35][C:36]([CH:44]([O:47][Si:48]([C:51]([CH3:52])([CH3:54])[CH3:53])([CH3:50])[CH3:49])[CH2:45][NH:24][C:2]([CH3:1])([CH3:23])[CH2:3][C:4]2[CH:9]=[CH:8][CH:7]=[C:6]([O:10][CH2:11][CH2:12][C:13]34[CH2:22][CH:17]5[CH2:16][CH:15]([CH2:21][CH:19]([CH2:18]5)[CH2:20]3)[CH2:14]4)[CH:5]=2)=[C:37]2[C:42]=1[NH:41][C:40](=[O:43])[CH:39]=[CH:38]2)[C:26]1[CH:27]=[CH:28][CH:29]=[CH:30][CH:31]=1. Given the reactants [CH3:1][C:2]([NH2:24])([CH3:23])[CH2:3][C:4]1[CH:9]=[CH:8][CH:7]=[C:6]([O:10][CH2:11][CH2:12][C:13]23[CH2:22][CH:17]4[CH2:18][CH:19]([CH2:21][CH:15]([CH2:16]4)[CH2:14]2)[CH2:20]3)[CH:5]=1.[CH2:25]([O:32][C:33]1[CH:34]=[CH:35][C:36]([C@@H:44]([O:47][Si:48]([C:51]([CH3:54])([CH3:53])[CH3:52])([CH3:50])[CH3:49])[CH2:45]Br)=[C:37]2[C:42]=1[NH:41][C:40](=[O:43])[CH:39]=[CH:38]2)[C:26]1[CH:31]=[CH:30][CH:29]=[CH:28][CH:27]=1.[I-].[Na+].C(=O)([O-])O.[Na+], predict the reaction product. (5) Given the reactants ClC1C=C([C:9]2[N:13]3[C:14]4[N:22]=[C:21]([O:23][CH3:24])[CH:20]=[CH:19][C:15]=4[N:16]=[C:17]([CH3:18])[C:12]3=[C:11]([CH3:25])[N:10]=2)C=C(Cl)C=1.[F:26][C:27]1[CH:32]=[C:31]([Cl:33])[CH:30]=[CH:29][C:28]=1B(O)O, predict the reaction product. The product is: [Cl:33][C:31]1[CH:30]=[CH:29][C:28]([C:9]2[N:13]3[C:14]4[N:22]=[C:21]([O:23][CH3:24])[CH:20]=[CH:19][C:15]=4[N:16]=[C:17]([CH3:18])[C:12]3=[C:11]([CH3:25])[N:10]=2)=[C:27]([F:26])[CH:32]=1. (6) Given the reactants [Cl:1][C:2]1[CH:3]=[C:4]2[C:8](=[CH:9][CH:10]=1)[NH:7][C:6](=[O:11])[CH2:5]2.[CH:12]([C:14]1[NH:18][C:17]2[CH2:19][CH2:20][CH2:21][CH2:22][CH2:23][C:16]=2[C:15]=1[CH2:24][CH2:25][C:26]([OH:28])=[O:27])=O.N1CCCCC1, predict the reaction product. The product is: [Cl:1][C:2]1[CH:3]=[C:4]2[C:8](=[CH:9][CH:10]=1)[NH:7][C:6](=[O:11])/[C:5]/2=[CH:12]\[C:14]1[NH:18][C:17]2[CH2:19][CH2:20][CH2:21][CH2:22][CH2:23][C:16]=2[C:15]=1[CH2:24][CH2:25][C:26]([OH:28])=[O:27]. (7) Given the reactants [CH:1]1([NH:6][C:7]2[CH:12]=[CH:11][C:10]([C:13]([OH:26])([C:18]#[C:19][C:20]3[CH:25]=[CH:24][CH:23]=[CH:22][CH:21]=3)[C:14]([F:17])([F:16])[F:15])=[CH:9][CH:8]=2)[CH2:5][CH2:4][CH2:3][CH2:2]1.[Cl:27][C:28]1[CH:33]=[CH:32][C:31]([Cl:34])=[CH:30][C:29]=1[S:35](Cl)(=[O:37])=[O:36], predict the reaction product. The product is: [CH:1]1([N:6]([C:7]2[CH:12]=[CH:11][C:10]([C:13]([OH:26])([C:14]([F:16])([F:17])[F:15])[C:18]#[C:19][C:20]3[CH:21]=[CH:22][CH:23]=[CH:24][CH:25]=3)=[CH:9][CH:8]=2)[S:35]([C:29]2[CH:30]=[C:31]([Cl:34])[CH:32]=[CH:33][C:28]=2[Cl:27])(=[O:37])=[O:36])[CH2:2][CH2:3][CH2:4][CH2:5]1.